From a dataset of Full USPTO retrosynthesis dataset with 1.9M reactions from patents (1976-2016). Predict the reactants needed to synthesize the given product. (1) Given the product [F:30][C:26]1[CH:25]=[C:24]([CH:21]2[CH2:22][CH2:23][CH:19]([N:15]3[C:16]4[C:11](=[CH:10][C:9]([S:8]([O:54][C:45]5[C:44]([F:43])=[C:49]([F:50])[C:48]([F:51])=[C:47]([F:52])[C:46]=5[F:53])(=[O:35])=[O:62])=[CH:18][CH:17]=4)[CH:12]=[CH:13][C:14]3=[O:31])[CH2:20]2)[CH:29]=[CH:28][CH:27]=1, predict the reactants needed to synthesize it. The reactants are: C([S:8][C:9]1[CH:10]=[C:11]2[C:16](=[CH:17][CH:18]=1)[N:15]([CH:19]1[CH2:23][CH2:22][CH:21]([C:24]3[CH:29]=[CH:28][CH:27]=[C:26]([F:30])[CH:25]=3)[CH2:20]1)[C:14](=[O:31])[CH:13]=[CH:12]2)C1C=CC=CC=1.ClN1C(C)(C)C(=O)N(Cl)C1=[O:35].[F:43][C:44]1[C:49]([F:50])=[C:48]([F:51])[C:47]([F:52])=[C:46]([F:53])[C:45]=1[OH:54].C(N(CC)CC)C.[OH2:62]. (2) Given the product [NH2:1][C:2]1[N:7]=[CH:6][C:5]2[C:8]([C:11]3[S:15][C:14]([CH2:16][OH:17])=[CH:13][CH:12]=3)=[CH:9][O:10][C:4]=2[C:3]=1[O:18][C@@H:19]([C:21]1[C:26]([Cl:27])=[CH:25][CH:24]=[C:23]([F:28])[C:22]=1[Cl:29])[CH3:20], predict the reactants needed to synthesize it. The reactants are: [NH2:1][C:2]1[N:7]=[CH:6][C:5]2[C:8]([C:11]3[S:15][C:14]([CH:16]=[O:17])=[CH:13][CH:12]=3)=[CH:9][O:10][C:4]=2[C:3]=1[O:18][C@@H:19]([C:21]1[C:26]([Cl:27])=[CH:25][CH:24]=[C:23]([F:28])[C:22]=1[Cl:29])[CH3:20].[BH4-].[Na+]. (3) The reactants are: [Br:1][C:2]1[CH:10]=[CH:9][CH:8]=[CH:7][C:3]=1CCN.[C:19](O[C:19]([O:21][C:22]([CH3:25])([CH3:24])[CH3:23])=[O:20])([O:21][C:22]([CH3:25])([CH3:24])[CH3:23])=[O:20].[C:26](#[N:28])[CH3:27]. Given the product [Br:1][C:2]1[CH:3]=[C:7]([CH2:27][CH2:26][NH:28][C:19](=[O:20])[O:21][C:22]([CH3:23])([CH3:24])[CH3:25])[CH:8]=[CH:9][CH:10]=1, predict the reactants needed to synthesize it. (4) Given the product [CH3:1][N:2]1[C:6]([NH:7][C:8]2[N:13]3[N:14]=[CH:15][C:16]([C:17]([NH:39][S:36]([CH2:34][CH3:35])(=[O:38])=[O:37])=[O:18])=[C:12]3[N:11]=[CH:10][C:9]=2[C:20]([N:22]2[CH2:27][CH2:26][CH:25]([C:28]3[CH:33]=[CH:32][CH:31]=[CH:30][CH:29]=3)[CH2:24][CH2:23]2)=[O:21])=[CH:5][CH:4]=[N:3]1, predict the reactants needed to synthesize it. The reactants are: [CH3:1][N:2]1[C:6]([NH:7][C:8]2[N:13]3[N:14]=[CH:15][C:16]([C:17](O)=[O:18])=[C:12]3[N:11]=[CH:10][C:9]=2[C:20]([N:22]2[CH2:27][CH2:26][CH:25]([C:28]3[CH:33]=[CH:32][CH:31]=[CH:30][CH:29]=3)[CH2:24][CH2:23]2)=[O:21])=[CH:5][CH:4]=[N:3]1.[CH2:34]([S:36]([NH2:39])(=[O:38])=[O:37])[CH3:35]. (5) The reactants are: O.[OH-].[Li+].O.[F:5][C:6]1[CH:14]=[C:13]2[C:9]([C:10]([C:25]([O:27]C)=[O:26])=[CH:11][N:12]2[C:15]2[C:24]3[C:19](=[CH:20][CH:21]=[CH:22][CH:23]=3)[N:18]=[CH:17][CH:16]=2)=[CH:8][CH:7]=1.Cl. Given the product [C:25]([C:10]1[C:9]2[C:13](=[CH:14][C:6]([F:5])=[CH:7][CH:8]=2)[N:12]([C:15]2[C:24]3[C:19](=[CH:20][CH:21]=[CH:22][CH:23]=3)[N:18]=[CH:17][CH:16]=2)[CH:11]=1)([OH:27])=[O:26], predict the reactants needed to synthesize it. (6) The reactants are: [Cl:1][CH2:2][C:3](Cl)=[O:4].[F:6][C@@H:7]1[CH2:11][NH:10][C@H:9]([C:12]#[N:13])[CH2:8]1.C(N(CC)CC)C.S(=O)(=O)(O)[O-].[Na+]. Given the product [Cl:1][CH2:2][C:3]([N:10]1[CH2:11][C@@H:7]([F:6])[CH2:8][C@H:9]1[C:12]#[N:13])=[O:4], predict the reactants needed to synthesize it.